This data is from Full USPTO retrosynthesis dataset with 1.9M reactions from patents (1976-2016). The task is: Predict the reactants needed to synthesize the given product. Given the product [F:41][C:38]([CH3:39])([CH3:40])[CH2:37][CH2:36][CH:8]([C:6]1[NH:5][CH:4]=[N:2][N:42]=1)[CH2:9][CH:10]([O:32][C:33](=[O:35])[CH3:34])[CH:11]([NH:19][C:20]([C:22]1[CH:31]=[N:30][C:29]2[C:24](=[CH:25][CH:26]=[CH:27][CH:28]=2)[N:23]=1)=[O:21])[CH2:12][C:13]1[CH:18]=[CH:17][CH:16]=[CH:15][CH:14]=1, predict the reactants needed to synthesize it. The reactants are: C[N:2]([CH:4]=[N:5][C:6]([CH:8]([CH2:36][CH2:37][C:38]([F:41])([CH3:40])[CH3:39])[CH2:9][CH:10]([O:32][C:33](=[O:35])[CH3:34])[CH:11]([NH:19][C:20]([C:22]1[CH:31]=[N:30][C:29]2[C:24](=[CH:25][CH:26]=[CH:27][CH:28]=2)[N:23]=1)=[O:21])[CH2:12][C:13]1[CH:18]=[CH:17][CH:16]=[CH:15][CH:14]=1)=O)C.[NH2:42]N.C(=O)(O)[O-].[Na+].